This data is from Forward reaction prediction with 1.9M reactions from USPTO patents (1976-2016). The task is: Predict the product of the given reaction. (1) Given the reactants [CH3:1][NH:2][C:3]1[CH:8]=[CH:7][CH:6]=[CH:5][CH:4]=1.[C:9]1(=[O:16])[CH2:14][CH2:13][C:12](=O)[CH2:11][CH2:10]1.C(N(CC)CC)C, predict the reaction product. The product is: [OH:16][C:9]1[CH:10]=[CH:11][C:12]([N:2]([CH3:1])[C:3]2[CH:8]=[CH:7][CH:6]=[CH:5][CH:4]=2)=[CH:13][CH:14]=1. (2) Given the reactants [H-].[Na+].Cl.[NH2:4][C:5]([NH2:7])=[NH:6].[C:8]([O:12][C:13](=[O:36])[CH2:14][N:15]([CH2:29][C:30]1[CH:35]=[CH:34][CH:33]=[CH:32][CH:31]=1)[CH2:16][C:17]1[CH:26]=[C:25]2[C:20]([C:21]([Cl:28])=[CH:22][N:23]=[C:24]2Cl)=[CH:19][CH:18]=1)([CH3:11])([CH3:10])[CH3:9], predict the reaction product. The product is: [C:8]([O:12][C:13](=[O:36])[CH2:14][N:15]([CH2:29][C:30]1[CH:31]=[CH:32][CH:33]=[CH:34][CH:35]=1)[CH2:16][C:17]1[CH:26]=[C:25]2[C:20]([C:21]([Cl:28])=[CH:22][N:23]=[C:24]2[NH:6][C:5]([NH2:7])=[NH:4])=[CH:19][CH:18]=1)([CH3:11])([CH3:9])[CH3:10]. (3) Given the reactants [CH3:1][C:2]1[C:3]([N:28]2[CH2:33][CH2:32][NH:31][CH2:30][CH2:29]2)=[N:4][C:5]([NH:8][C:9]2[CH:24]=[CH:23][C:12]([C:13]([NH:15][CH:16]3[CH2:21][CH2:20][N:19]([CH3:22])[CH2:18][CH2:17]3)=[O:14])=[CH:11][C:10]=2[N+:25]([O-:27])=[O:26])=[N:6][CH:7]=1.[N:34]([C:37]1[CH:44]=[CH:43][C:40]([C:41]#[N:42])=[CH:39][CH:38]=1)=[C:35]=[O:36].C(N(CC)CC)C, predict the reaction product. The product is: [C:41]([C:40]1[CH:39]=[CH:38][C:37]([NH:34][C:35]([N:31]2[CH2:32][CH2:33][N:28]([C:3]3[C:2]([CH3:1])=[CH:7][N:6]=[C:5]([NH:8][C:9]4[CH:24]=[CH:23][C:12]([C:13](=[O:14])[NH:15][CH:16]5[CH2:21][CH2:20][N:19]([CH3:22])[CH2:18][CH2:17]5)=[CH:11][C:10]=4[N+:25]([O-:27])=[O:26])[N:4]=3)[CH2:29][CH2:30]2)=[O:36])=[CH:44][CH:43]=1)#[N:42]. (4) Given the reactants Cl[C:2]1[N:7]=[C:6]([C:8]2[CH:9]=[C:10]([S:14]([N:17]3[CH2:22][CH2:21][N:20](C(OC(C)(C)C)=O)[CH2:19][C@@H:18]3[CH3:30])(=[O:16])=[O:15])[CH:11]=[CH:12][CH:13]=2)[CH:5]=[CH:4][N:3]=1.[F:31][C:32]1[CH:33]=[C:34]([CH2:38][CH2:39][NH2:40])[CH:35]=[CH:36][CH:37]=1, predict the reaction product. The product is: [F:31][C:32]1[CH:33]=[C:34]([CH:35]=[CH:36][CH:37]=1)[CH2:38][CH2:39][NH:40][C:2]1[N:7]=[C:6]([C:8]2[CH:13]=[CH:12][CH:11]=[C:10]([S:14]([N:17]3[CH2:22][CH2:21][NH:20][CH2:19][C@@H:18]3[CH3:30])(=[O:15])=[O:16])[CH:9]=2)[CH:5]=[CH:4][N:3]=1. (5) The product is: [F:52][C:49]1[CH:50]=[CH:51][C:46]([C:13]2[CH:12]=[C:11]([CH3:15])[N:10]=[C:9]([C:7]3[CH2:6][CH2:5][C@:4]4([CH2:16][CH2:17][N:2]([CH3:1])[C:3]4=[O:18])[N:8]=3)[CH:14]=2)=[CH:47][CH:48]=1. Given the reactants [CH3:1][N:2]1[CH2:17][CH2:16][C@@:4]2([N:8]=[C:7]([C:9]3[CH:14]=[CH:13][CH:12]=[C:11]([CH3:15])[N:10]=3)[CH2:6][CH2:5]2)[C:3]1=[O:18].C(C1C=CN=C(C2C=C(C(C)(C)C)C=CN=2)C=1)(C)(C)C.C(=O)([O-])[O-].[Na+].[Na+].Br[C:46]1[CH:51]=[CH:50][C:49]([F:52])=[CH:48][CH:47]=1, predict the reaction product. (6) Given the reactants [C:1]([C:3]1[CH:4]=[C:5]2[N:11]=[C:10]([C:12]([C:18]3[C:26]([O:27][CH3:28])=[CH:25][C:24]([CH3:29])=[C:23]4[C:19]=3[CH:20]=[CH:21][N:22]4[C:30]([O:32][C:33]([CH3:36])([CH3:35])[CH3:34])=[O:31])(O)[C:13]([F:16])([F:15])[F:14])[NH:9][C:6]2=[N:7][CH:8]=1)#[N:2].S(Cl)(Cl)=O.[CH3:41][NH2:42], predict the reaction product. The product is: [C:1]([C:3]1[CH:4]=[C:5]2[N:11]=[C:10]([C:12]([C:18]3[C:26]([O:27][CH3:28])=[CH:25][C:24]([CH3:29])=[C:23]4[C:19]=3[CH:20]=[CH:21][N:22]4[C:30]([O:32][C:33]([CH3:34])([CH3:36])[CH3:35])=[O:31])([NH:42][CH3:41])[C:13]([F:16])([F:15])[F:14])[NH:9][C:6]2=[N:7][CH:8]=1)#[N:2]. (7) The product is: [CH3:66][O:65][C:58]1[CH:59]=[C:60]([O:63][CH3:64])[CH:61]=[CH:62][C:57]=1[NH:56][CH2:55][C@@H:54]([NH:53][C:17]([C:11]1([NH:10][CH:3]([C:4]2[CH:9]=[CH:8][CH:7]=[CH:6][CH:5]=2)[C:2]([F:20])([F:21])[F:1])[CH2:12][CH2:13][CH2:14][CH2:15][CH2:16]1)=[O:18])[CH2:67][CH3:68]. Given the reactants [F:1][C:2]([F:21])([F:20])[CH:3]([NH:10][C:11]1([C:17](O)=[O:18])[CH2:16][CH2:15][CH2:14][CH2:13][CH2:12]1)[C:4]1[CH:9]=[CH:8][CH:7]=[CH:6][CH:5]=1.CN(C(ON1N=NC2C=CC=NC1=2)=[N+](C)C)C.F[P-](F)(F)(F)(F)F.C(N(CC)CC)C.[NH2:53][C@@H:54]([CH2:67][CH3:68])[CH2:55][NH:56][C:57]1[CH:62]=[CH:61][C:60]([O:63][CH3:64])=[CH:59][C:58]=1[O:65][CH3:66], predict the reaction product.